Dataset: Reaction yield outcomes from USPTO patents with 853,638 reactions. Task: Predict the reaction yield, written as a fraction of the theoretical maximum amount of product (1.0 means a 100% yield; for example, 0.34 means a 34% yield). (1) The reactants are Cl[C:2]1[CH:7]=[CH:6][N:5]2[N:8]=[C:9]([C:23]3[CH:28]=[CH:27][C:26]([F:29])=[CH:25][CH:24]=3)[C:10]([C:11]3[CH:16]=[CH:15][N:14]=[C:13]([NH:17][CH:18]4[CH2:22][CH2:21][CH2:20][CH2:19]4)[N:12]=3)=[C:4]2[CH:3]=1.C1(P(C2C=CC=CC=2)C2C=CC3C(=CC=CC=3)C=2C2C3C(=CC=CC=3)C=CC=2P(C2C=CC=CC=2)C2C=CC=CC=2)C=CC=CC=1.C(=O)([O-])[O-].[Cs+].[Cs+].C(OCC)(=O)C.[NH:88]1[CH2:92][CH2:91][CH2:90][CH2:89]1. The catalyst is C([O-])(=O)C.[Pd+2].C([O-])(=O)C.O. The product is [CH:18]1([NH:17][C:13]2[N:12]=[C:11]([C:10]3[C:9]([C:23]4[CH:28]=[CH:27][C:26]([F:29])=[CH:25][CH:24]=4)=[N:8][N:5]4[CH:6]=[CH:7][C:2]([N:88]5[CH2:92][CH2:91][CH2:90][CH2:89]5)=[CH:3][C:4]=34)[CH:16]=[CH:15][N:14]=2)[CH2:22][CH2:21][CH2:20][CH2:19]1. The yield is 0.540. (2) The reactants are [NH2:1][C:2]1[N:7]=[CH:6][N:5]=[C:4]2[N:8]([CH2:26][C@H:27]3[CH2:31][CH2:30][CH2:29][N:28]3[C:32](=[O:36])[CH2:33][C:34]#[N:35])[N:9]=[C:10]([C:11]3[CH:16]=[CH:15][C:14]([O:17][C:18]4[C:23]([F:24])=[CH:22][CH:21]=[CH:20][C:19]=4[F:25])=[CH:13][CH:12]=3)[C:3]=12.N1[CH2:42][CH2:41][CH2:40][CH2:39]C1. The catalyst is CO.C1(C=O)CC1. The product is [NH2:1][C:2]1[N:7]=[CH:6][N:5]=[C:4]2[N:8]([CH2:26][C@H:27]3[CH2:31][CH2:30][CH2:29][N:28]3[C:32]([C:33](=[CH:39][CH:40]3[CH2:42][CH2:41]3)[C:34]#[N:35])=[O:36])[N:9]=[C:10]([C:11]3[CH:16]=[CH:15][C:14]([O:17][C:18]4[C:23]([F:24])=[CH:22][CH:21]=[CH:20][C:19]=4[F:25])=[CH:13][CH:12]=3)[C:3]=12. The yield is 0.230. (3) The reactants are [C:1]([C:3]1[CH:21]=[CH:20][C:6]([CH2:7][N:8]2[CH2:13][CH2:12][N:11]([CH2:14][C:15](OCC)=[O:16])[CH2:10][CH2:9]2)=[CH:5][CH:4]=1)#[N:2].[NH2:22][NH2:23]. The catalyst is CCO. The product is [C:1]([C:3]1[CH:21]=[CH:20][C:6]([CH2:7][N:8]2[CH2:13][CH2:12][N:11]([CH2:14][C:15]([NH:22][NH2:23])=[O:16])[CH2:10][CH2:9]2)=[CH:5][CH:4]=1)#[N:2]. The yield is 0.671. (4) The reactants are [Mg].[Cl:2][C:3]1[CH:10]=[CH:9][C:6]([CH2:7]Br)=[CH:5][CH:4]=1.[C:11]([O:15][C:16]([N:18]1[CH2:23][CH2:22][C:21](=[O:24])[C:20]([CH3:26])([CH3:25])[CH2:19]1)=[O:17])([CH3:14])([CH3:13])[CH3:12]. The catalyst is CCOCC.C1COCC1.[NH4+].[Cl-]. The product is [C:11]([O:15][C:16]([N:18]1[CH2:23][CH2:22][C:21]([CH2:7][C:6]2[CH:9]=[CH:10][C:3]([Cl:2])=[CH:4][CH:5]=2)([OH:24])[C:20]([CH3:26])([CH3:25])[CH2:19]1)=[O:17])([CH3:14])([CH3:12])[CH3:13]. The yield is 0.385. (5) The reactants are [CH3:1][C:2]1[N:37]=[C:5]2[N:6]([CH2:33][C:34](=O)[CH3:35])[C:7](=[O:32])[C:8]([CH2:13][C:14]3[CH:19]=[CH:18][C:17]([C:20]4[CH:25]=[CH:24][CH:23]=[CH:22][C:21]=4[C:26]4[NH:30][C:29](=[O:31])[O:28][N:27]=4)=[CH:16][CH:15]=3)=[C:9]([CH2:10][CH2:11][CH3:12])[N:4]2[N:3]=1.Cl.[NH2:39][O:40][CH:41]([CH3:43])[CH3:42].N1C=CC=CC=1.Cl. The catalyst is O.C(OCC)(=O)C. The product is [CH3:1][C:2]1[N:37]=[C:5]2[N:6]([CH2:33]/[C:34](=[N:39]/[O:40][CH:41]([CH3:43])[CH3:42])/[CH3:35])[C:7](=[O:32])[C:8]([CH2:13][C:14]3[CH:15]=[CH:16][C:17]([C:20]4[CH:25]=[CH:24][CH:23]=[CH:22][C:21]=4[C:26]4[NH:30][C:29](=[O:31])[O:28][N:27]=4)=[CH:18][CH:19]=3)=[C:9]([CH2:10][CH2:11][CH3:12])[N:4]2[N:3]=1. The yield is 0.360. (6) The yield is 0.824. The catalyst is CN(C=O)C. The product is [C:1]([O:5][C:6](=[O:27])[N:7]([CH:9]1[CH2:14][CH2:13][N:12]([C:15]2[N:16]=[C:17]3[S:28][C:29]([C:30](=[O:31])[NH2:32])=[C:24]([NH2:25])[C:18]3=[C:19]([CH:21]([F:23])[F:22])[CH:20]=2)[CH2:11][CH2:10]1)[CH3:8])([CH3:4])([CH3:3])[CH3:2]. The reactants are [C:1]([O:5][C:6](=[O:27])[N:7]([CH:9]1[CH2:14][CH2:13][N:12]([C:15]2[CH:20]=[C:19]([CH:21]([F:23])[F:22])[C:18]([C:24]#[N:25])=[C:17](Cl)[N:16]=2)[CH2:11][CH2:10]1)[CH3:8])([CH3:4])([CH3:3])[CH3:2].[SH:28][CH2:29][C:30]([NH2:32])=[O:31]. (7) No catalyst specified. The reactants are [F:1][C:2]1[CH:9]=[CH:8][C:5]([CH2:6][NH2:7])=[CH:4][CH:3]=1.C([O:12][C:13]([C:15]1[N:16]=[C:17]2[CH:22]=[CH:21][C:20]([N:23]3[CH2:28][CH2:27][N:26]([C:29](=[O:40])[C:30]4[CH:35]=[CH:34][CH:33]=[CH:32][C:31]=4[C:36]([F:39])([F:38])[F:37])[CH2:25][CH2:24]3)=[N:19][N:18]2[CH:41]=1)=O)C. The product is [F:1][C:2]1[CH:9]=[CH:8][C:5]([CH2:6][NH:7][C:13]([C:15]2[N:16]=[C:17]3[CH:22]=[CH:21][C:20]([N:23]4[CH2:24][CH2:25][N:26]([C:29](=[O:40])[C:30]5[CH:35]=[CH:34][CH:33]=[CH:32][C:31]=5[C:36]([F:37])([F:39])[F:38])[CH2:27][CH2:28]4)=[N:19][N:18]3[CH:41]=2)=[O:12])=[CH:4][CH:3]=1. The yield is 0.300.